From a dataset of KCNQ2 potassium channel screen with 302,405 compounds. Binary Classification. Given a drug SMILES string, predict its activity (active/inactive) in a high-throughput screening assay against a specified biological target. The molecule is S(c1[nH]c(c(n1)c1ccccc1)c1ccccc1)CC(=O)NCc1occc1. The result is 0 (inactive).